This data is from Catalyst prediction with 721,799 reactions and 888 catalyst types from USPTO. The task is: Predict which catalyst facilitates the given reaction. (1) The catalyst class is: 54. Product: [C:1]12([CH2:11][O:12][C:13]3[C:18]([Br:19])=[CH:17][N:16]4[C:27]([NH:26][S:23]([N:29]5[CH2:34][CH2:33][O:32][CH2:31][CH2:30]5)(=[O:25])=[O:24])=[N:21][N:20]=[C:15]4[CH:14]=3)[CH2:8][CH:7]3[CH2:9][CH:3]([CH2:4][CH:5]([CH2:6]3)[CH2:10]1)[CH2:2]2. Reactant: [C:1]12([CH2:11][O:12][C:13]3[C:18]([Br:19])=[CH:17][N:16]=[C:15]([NH:20][NH2:21])[CH:14]=3)[CH2:10][CH:5]3[CH2:6][CH:7]([CH2:9][CH:3]([CH2:4]3)[CH2:2]1)[CH2:8]2.Cl[S:23]([N:26]=[C:27]=O)(=[O:25])=[O:24].[NH:29]1[CH2:34][CH2:33][O:32][CH2:31][CH2:30]1. (2) The catalyst class is: 1. Reactant: C([O:5][C:6](=[O:35])[CH2:7][O:8][C:9]1[C:14]2[CH2:15][CH2:16][CH2:17][CH2:18][CH:19]([NH:20][S:21]([C:24]3[CH:29]=[C:28]([C:30]([F:33])([F:32])[F:31])[CH:27]=[C:26]([F:34])[CH:25]=3)(=[O:23])=[O:22])[C:13]=2[CH:12]=[CH:11][CH:10]=1)(C)(C)C.[OH-].[Na+]. Product: [F:34][C:26]1[CH:25]=[C:24]([S:21]([NH:20][CH:19]2[C:13]3[CH:12]=[CH:11][CH:10]=[C:9]([O:8][CH2:7][C:6]([OH:35])=[O:5])[C:14]=3[CH2:15][CH2:16][CH2:17][CH2:18]2)(=[O:23])=[O:22])[CH:29]=[C:28]([C:30]([F:32])([F:33])[F:31])[CH:27]=1.